Dataset: Catalyst prediction with 721,799 reactions and 888 catalyst types from USPTO. Task: Predict which catalyst facilitates the given reaction. Reactant: [CH:1]([Li])([CH2:3][CH3:4])[CH3:2].[CH2:6]=[CH:7][C:8]1[CH:13]=[CH:12][CH:11]=[CH:10][CH:9]=1.O1CCCC1.C=CC=C. The catalyst class is: 244. Product: [CH2:6]=[CH:7][C:8]1[CH:13]=[CH:12][CH:11]=[CH:10][CH:9]=1.[CH2:2]=[CH:1][CH:3]=[CH2:4].[CH2:6]=[CH:7][C:8]1[CH:13]=[CH:12][CH:11]=[CH:10][CH:9]=1.